Dataset: Full USPTO retrosynthesis dataset with 1.9M reactions from patents (1976-2016). Task: Predict the reactants needed to synthesize the given product. (1) Given the product [N:26]1([C:2]2[CH:9]=[C:8]([Cl:10])[CH:7]=[CH:6][C:3]=2[CH2:4][N:17]2[CH2:18][CH:14]3[CH2:13][N:12]([C:19]([O:21][N:34]4[C:35](=[O:36])[CH2:30][CH2:31][C:32]4=[O:33])=[O:20])[CH2:11][CH:15]3[CH2:16]2)[CH2:29][CH2:28][CH2:27]1, predict the reactants needed to synthesize it. The reactants are: Br[C:2]1[CH:9]=[C:8]([Cl:10])[CH:7]=[CH:6][C:3]=1[CH:4]=O.[CH2:11]1[CH:15]2[CH2:16][NH:17][CH2:18][CH:14]2[CH2:13][N:12]1[C:19]([O:21]C(C)(C)C)=[O:20].[NH:26]1[CH2:29][CH2:28][CH2:27]1.[CH2:30]1[C:35](=[O:36])[N:34](OC(O[N:34]2[C:35](=[O:36])[CH2:30][CH2:31][C:32]2=[O:33])=O)[C:32](=[O:33])[CH2:31]1. (2) Given the product [CH:22]1([CH2:17][N:14]2[CH2:15][CH2:16][N:12]([C:4]3[S:5][C:6]([C:7]([OH:9])=[O:8])=[C:2]([CH3:1])[N:3]=3)[C:13]2=[O:23])[CH2:21][CH2:20]1, predict the reactants needed to synthesize it. The reactants are: [CH3:1][C:2]1[N:3]=[C:4]([N:12]2[CH2:16][CH2:15][N:14]([C:17]3[CH:22]=[CH:21][CH:20]=CC=3)[C:13]2=[O:23])[S:5][C:6]=1[C:7]([O:9]CC)=[O:8].C1(CN2CCN(C3SC(C(OCC)=O)=C(C)N=3)C2=O)CC1. (3) Given the product [OH:2][C:3]1[CH:4]=[C:5]([CH:8]=[CH:9][C:10]=1[C:11]1[CH:12]=[CH:13][CH:14]=[CH:15][CH:16]=1)[C:6]#[N:7], predict the reactants needed to synthesize it. The reactants are: C[O:2][C:3]1[CH:4]=[C:5]([CH:8]=[CH:9][C:10]=1[C:11]1[CH:16]=[CH:15][CH:14]=[CH:13][CH:12]=1)[C:6]#[N:7].B(Br)(Br)Br.O. (4) Given the product [N:1]([C:4]1[C:9]([Br:32])=[CH:8][N:7]=[CH:6][C:5]=1/[CH:11]=[N:12]/[C:13]1[C:20]([Cl:21])=[CH:19][CH:16]=[CH:15][C:14]=1[Cl:22])=[N+:2]=[N-:3], predict the reactants needed to synthesize it. The reactants are: [N:1]([C:4]1[C:9](Cl)=[CH:8][N:7]=[CH:6][C:5]=1/[CH:11]=[N:12]/[C:13]1[C:20]([Cl:21])=[CH:19][C:16](C#N)=[CH:15][C:14]=1[Cl:22])=[N+:2]=[N-:3].N(C1C([Br:32])=CN=CC=1C=O)=[N+]=[N-].ClC1C=CC=C(Cl)C=1N. (5) Given the product [CH:22]([O:21][CH2:20][CH2:19][CH2:18][N:14]1[C:15](=[O:17])[C:16]2[C:7]([CH2:2][CH2:3][CH:4]([CH3:6])[CH3:5])=[C:8]([O:30][C:31]3[CH:36]=[CH:35][CH:34]=[C:33]([O:37][C:38]([F:39])([F:40])[F:41])[CH:32]=3)[CH:9]=[N:10][C:11]=2[N:12]([CH3:29])[C:13]1=[O:28])=[O:23], predict the reactants needed to synthesize it. The reactants are: O[CH:2]([C:7]1[C:16]2[C:15](=[O:17])[N:14]([CH2:18][CH2:19][CH2:20][O:21][CH:22]3CCCC[O:23]3)[C:13](=[O:28])[N:12]([CH3:29])[C:11]=2[N:10]=[CH:9][C:8]=1[O:30][C:31]1[CH:36]=[CH:35][CH:34]=[C:33]([O:37][C:38]([F:41])([F:40])[F:39])[CH:32]=1)[CH2:3][CH:4]([CH3:6])[CH3:5]. (6) The reactants are: [NH2:1][C:2]1[C:11]2[C:6](=[C:7](Br)[CH:8]=[CH:9][CH:10]=2)[N:5]=[N:4][C:3]=1[C:13]([NH:15][CH2:16][CH2:17][CH3:18])=[O:14].[CH3:19][O:20][C:21]1[CH:22]=[CH:23][C:24]([CH3:30])=[C:25](B(O)O)[CH:26]=1. Given the product [NH2:1][C:2]1[C:11]2[C:6](=[C:7]([C:23]3[CH:22]=[C:21]([O:20][CH3:19])[CH:26]=[CH:25][C:24]=3[CH3:30])[CH:8]=[CH:9][CH:10]=2)[N:5]=[N:4][C:3]=1[C:13]([NH:15][CH2:16][CH2:17][CH3:18])=[O:14], predict the reactants needed to synthesize it. (7) The reactants are: [CH:1]([C:4]1[O:8][N:7]=[C:6]([C:9]([OH:11])=O)[CH:5]=1)([CH3:3])[CH3:2].C(Cl)(=O)C(Cl)=O.[NH2:18][C:19]1[C:24]([Cl:25])=[C:23]([O:26][CH3:27])[CH:22]=[CH:21][C:20]=1[C:28](=[O:30])[CH3:29].C([O-])(O)=O.[Na+]. Given the product [C:28]([C:20]1[C:19]([NH:18][C:9]([C:6]2[CH:5]=[C:4]([CH:1]([CH3:2])[CH3:3])[O:8][N:7]=2)=[O:11])=[C:24]([Cl:25])[C:23]([O:26][CH3:27])=[CH:22][CH:21]=1)(=[O:30])[CH3:29], predict the reactants needed to synthesize it.